Dataset: Retrosynthesis with 50K atom-mapped reactions and 10 reaction types from USPTO. Task: Predict the reactants needed to synthesize the given product. (1) The reactants are: BrCc1ccccc1.COC(=O)[C@H](O)[C@H](CC1CCCCC1)NC(=O)OC(C)(C)C. Given the product COC(=O)[C@H](OCc1ccccc1)[C@H](CC1CCCCC1)NC(=O)OC(C)(C)C, predict the reactants needed to synthesize it. (2) Given the product CCCOc1nc(Cc2ccc(Cl)cc2)nc2oc(-c3cc(C)c(OCCCBr)c(C)c3)nc12, predict the reactants needed to synthesize it. The reactants are: BrCCCBr.CCCOc1nc(Cc2ccc(Cl)cc2)nc2oc(-c3cc(C)c(O)c(C)c3)nc12. (3) Given the product O=C1Nc2ccc(F)cc2C1=C1OC(c2ccccc2)c2cc(CO)ccc21, predict the reactants needed to synthesize it. The reactants are: O=C1Cc2cc(F)ccc2N1.O=C1OC(c2ccccc2)c2cc(CO)ccc21. (4) Given the product CC(=O)Nc1ccc(C#N)c(Cl)c1F, predict the reactants needed to synthesize it. The reactants are: CC(=O)Nc1ccc(Br)c(Cl)c1F.N#C[Cu]. (5) The reactants are: NC(c1ccccc1)(c1ccccc1)c1ccccc1.O=C(Br)CBr. Given the product O=C(CBr)NC(c1ccccc1)(c1ccccc1)c1ccccc1, predict the reactants needed to synthesize it. (6) Given the product CS(=O)(=O)Nc1cccc(CSc2ccc(Cl)cc2NS(=O)(=O)c2cc3ccccc3o2)c1, predict the reactants needed to synthesize it. The reactants are: CS(=O)(=O)Cl.Nc1cccc(CSc2ccc(Cl)cc2NS(=O)(=O)c2cc3ccccc3o2)c1. (7) Given the product COc1cc2c(cc1-c1ccco1)C(c1cccc(C#N)c1)=NCC(=O)N2C, predict the reactants needed to synthesize it. The reactants are: COc1cc2c(cc1Br)C(c1cccc(C#N)c1)=NCC(=O)N2C.OB(O)c1ccco1. (8) Given the product CC(=O)Nc1ccc(-c2coc3cc(O)c(O)cc3c2=O)cc1, predict the reactants needed to synthesize it. The reactants are: CC(=O)Nc1ccc(-c2coc3cc(OC(C)=O)c(O)cc3c2=O)cc1. (9) The reactants are: CCOC(=O)C(C)(C)Oc1ccc2c(c1)N(CCc1sc(-c3ccc(C(F)(F)F)cc3)nc1C)CC2. Given the product Cc1nc(-c2ccc(C(F)(F)F)cc2)sc1CCN1CCc2ccc(OC(C)(C)C(=O)O)cc21, predict the reactants needed to synthesize it. (10) Given the product CCN(CC)c1ccc(CNc2ccc(F)cc2)cn1, predict the reactants needed to synthesize it. The reactants are: CCN(CC)c1ccc(CN(C(=O)OC(C)(C)C)c2ccc(F)cc2)cn1.